This data is from Reaction yield outcomes from USPTO patents with 853,638 reactions. The task is: Predict the reaction yield, written as a fraction of the theoretical maximum amount of product (1.0 means a 100% yield; for example, 0.34 means a 34% yield). (1) The reactants are [Cl:1][C:2]1[CH:7]=[CH:6][CH:5]=[C:4]([N+:8]([O-])=O)[C:3]=1[N:11]1[CH2:16][CH2:15][N:14]([CH2:17][CH2:18][CH2:19][N:20]2[C:28]3[CH2:27][CH2:26][N:25]([S:29]([CH3:32])(=[O:31])=[O:30])[CH2:24][C:23]=3[C:22]([C:33]3[CH:38]=[CH:37][C:36]([C:39]([F:42])([F:41])[F:40])=[CH:35][CH:34]=3)=[N:21]2)[CH2:13][CH2:12]1.C(O)(=O)C. The catalyst is CCO.[Zn]. The product is [Cl:1][C:2]1[C:3]([N:11]2[CH2:16][CH2:15][N:14]([CH2:17][CH2:18][CH2:19][N:20]3[C:28]4[CH2:27][CH2:26][N:25]([S:29]([CH3:32])(=[O:30])=[O:31])[CH2:24][C:23]=4[C:22]([C:33]4[CH:34]=[CH:35][C:36]([C:39]([F:40])([F:41])[F:42])=[CH:37][CH:38]=4)=[N:21]3)[CH2:13][CH2:12]2)=[C:4]([NH2:8])[CH:5]=[CH:6][CH:7]=1. The yield is 1.00. (2) The reactants are [CH3:1][C:2]1[N:3]=[C:4]([S:14][CH3:15])[NH:5][C:6](=O)[C:7]=1[C:8]([O:10][CH2:11][CH3:12])=[O:9].O=P(Cl)(Cl)[Cl:18]. No catalyst specified. The product is [Cl:18][C:6]1[C:7]([C:8]([O:10][CH2:11][CH3:12])=[O:9])=[C:2]([CH3:1])[N:3]=[C:4]([S:14][CH3:15])[N:5]=1. The yield is 0.490. (3) The reactants are [CH2:1]([N:8]1[CH2:12][CH2:11][C@@H:10]([NH2:13])[CH2:9]1)[C:2]1[CH:7]=[CH:6][CH:5]=[CH:4][CH:3]=1.[CH:14](=O)[C:15]1[CH:20]=[CH:19][CH:18]=[CH:17][CH:16]=1.C(O[BH-](OC(=O)C)OC(=O)C)(=O)C.[Na+].C(O)(=O)C. The catalyst is C(Cl)Cl. The product is [CH2:14]([NH:13][C@@H:10]1[CH2:11][CH2:12][N:8]([CH2:1][C:2]2[CH:3]=[CH:4][CH:5]=[CH:6][CH:7]=2)[CH2:9]1)[C:15]1[CH:20]=[CH:19][CH:18]=[CH:17][CH:16]=1. The yield is 0.800. (4) The reactants are [Cl:1][C:2]1[N:9]=[C:8](Cl)[CH:7]=[CH:6][C:3]=1[C:4]#[N:5].[CH:11]1([NH2:14])[CH2:13][CH2:12]1. The catalyst is C(#N)C.O. The product is [Cl:1][C:2]1[N:9]=[C:8]([NH:14][CH:11]2[CH2:13][CH2:12]2)[CH:7]=[CH:6][C:3]=1[C:4]#[N:5]. The yield is 0.450. (5) The reactants are F[C:2](F)(F)[C:3]([OH:5])=O.F[C:9](F)(F)[C:10]([OH:12])=O.[NH2:15][C:16]1[N:21]=[CH:20][N:19]=[C:18]2[N:22]([CH:26]([C:28]3[CH:35]=[C:34]([CH3:36])[C:31]([C:32]#[N:33])=[C:30]([CH:37]4[CH2:40][NH:39][CH2:38]4)[C:29]=3OCC)[CH3:27])[N:23]=[C:24]([CH3:25])[C:17]=12.CCN(C(C)C)C(C)C.[C:53](O)(=[O:56])CC.F[P-](F)(F)(F)(F)F.[CH3:65][N+](C)=C(N(C)C)ON1C2N=CC=CC=2N=N1. The catalyst is CN(C)C=O. The product is [NH2:15][C:16]1[N:21]=[CH:20][N:19]=[C:18]2[N:22]([CH:26]([C:28]3[CH:35]=[C:34]([CH3:36])[C:31]([C:32]#[N:33])=[C:30]([CH:37]4[CH2:40][N:39]([C:53](=[O:56])[C:10]([OH:12])([CH3:9])[CH3:65])[CH2:38]4)[C:29]=3[O:5][CH2:3][CH3:2])[CH3:27])[N:23]=[C:24]([CH3:25])[C:17]=12. The yield is 0.510. (6) The reactants are [Cl:1][C:2]1[N:3]=[C:4]([N:19]2[CH2:24][CH2:23][O:22][CH2:21][CH2:20]2)[C:5]2[CH:10]=[CH:9][N:8]([CH2:11][C:12]3[CH:13]=[C:14]([CH:16]=[CH:17][CH:18]=3)[NH2:15])[C:6]=2[N:7]=1.CC[N:27]([CH2:30]C)CC.ClC(Cl)([O:35]C(=O)OC(Cl)(Cl)Cl)Cl.[OH-].[NH4+]. The catalyst is C1COCC1. The product is [Cl:1][C:2]1[N:3]=[C:4]([N:19]2[CH2:24][CH2:23][O:22][CH2:21][CH2:20]2)[C:5]2[CH:10]=[CH:9][N:8]([CH2:11][C:12]3[CH:13]=[C:14]([NH:15][C:30]([NH2:27])=[O:35])[CH:16]=[CH:17][CH:18]=3)[C:6]=2[N:7]=1. The yield is 0.650. (7) The reactants are [Cl-].O[NH3+:3].[C:4](=[O:7])([O-])[OH:5].[Na+].CS(C)=O.[OH:13][C@@H:14]([CH3:52])[C@H:15]([O:17][C:18]1[CH:23]=[CH:22][C:21]([N:24]2[C:29](=[O:30])[C:28]([CH2:31][C:32]3[CH:37]=[CH:36][C:35]([C:38]4[C:39]([C:44]#[N:45])=[CH:40][CH:41]=[CH:42][CH:43]=4)=[CH:34][CH:33]=3)=[C:27]([CH2:46][CH2:47][CH3:48])[N:26]3[N:49]=[CH:50][CH:51]=[C:25]23)=[CH:20][CH:19]=1)[CH3:16]. The catalyst is C(OCC)(=O)C. The product is [OH:13][C@@H:14]([CH3:52])[C@H:15]([O:17][C:18]1[CH:23]=[CH:22][C:21]([N:24]2[C:29](=[O:30])[C:28]([CH2:31][C:32]3[CH:37]=[CH:36][C:35]([C:38]4[CH:43]=[CH:42][CH:41]=[CH:40][C:39]=4[C:44]4[NH:3][C:4](=[O:7])[O:5][N:45]=4)=[CH:34][CH:33]=3)=[C:27]([CH2:46][CH2:47][CH3:48])[N:26]3[N:49]=[CH:50][CH:51]=[C:25]23)=[CH:20][CH:19]=1)[CH3:16]. The yield is 0.470.